The task is: Predict the product of the given reaction.. This data is from Forward reaction prediction with 1.9M reactions from USPTO patents (1976-2016). Given the reactants C([O:5][CH:6]([C:11]1[C:16]([CH3:17])=[CH:15][CH:14]=[C:13]([CH:18]2[CH2:20][CH2:19]2)[C:12]=1[C:21]1[CH:22]=[CH:23][C:24]2[O:29][CH2:28][CH2:27][CH2:26][C:25]=2[CH:30]=1)[C:7]([O:9][CH3:10])=[O:8])(C)(C)C.FC(F)(F)C(O)=O.[Na], predict the reaction product. The product is: [CH:18]1([C:13]2[C:12]([C:21]3[CH:22]=[CH:23][C:24]4[O:29][CH2:28][CH2:27][CH2:26][C:25]=4[CH:30]=3)=[C:11]([CH:6]([OH:5])[C:7]([O:9][CH3:10])=[O:8])[C:16]([CH3:17])=[CH:15][CH:14]=2)[CH2:19][CH2:20]1.